Dataset: Full USPTO retrosynthesis dataset with 1.9M reactions from patents (1976-2016). Task: Predict the reactants needed to synthesize the given product. (1) Given the product [Cl:1][C:2]1[C:3]([CH3:29])=[C:4](/[N:10]=[C:11]2\[N:12]([C:27]([NH2:28])=[O:39])[CH2:13][C@@H:14]3[C@H:18]([OH:19])[CH2:17][CH2:16][N:15]\23)[CH:5]=[CH:6][C:7]=1[C:8]#[N:9], predict the reactants needed to synthesize it. The reactants are: [Cl:1][C:2]1[C:3]([CH3:29])=[C:4](/[N:10]=[C:11]2\[N:12]([C:27]#[N:28])[CH2:13][C@@H:14]3[C@H:18]([O:19][Si](C(C)(C)C)(C)C)[CH2:17][CH2:16][N:15]\23)[CH:5]=[CH:6][C:7]=1[C:8]#[N:9].N1C=CC=CC=1.C1C[O:39]CC1. (2) Given the product [CH:12]([S:8][C:5]1[C:4]([C:9]#[N:10])=[CH:3][C:2]([CH3:1])=[CH:7][N:6]=1)([CH3:14])[CH3:13], predict the reactants needed to synthesize it. The reactants are: [CH3:1][C:2]1[CH:3]=[C:4]([C:9]#[N:10])[C:5]([SH:8])=[N:6][CH:7]=1.Br[CH:12]([CH3:14])[CH3:13].